From a dataset of Full USPTO retrosynthesis dataset with 1.9M reactions from patents (1976-2016). Predict the reactants needed to synthesize the given product. (1) The reactants are: [I:1][C:2]1[C:10]2[S:9][C:8]([CH2:11][O:12][CH3:13])=[N:7][C:6]=2[CH:5]=[CH:4][C:3]=1N.N(OC(C)(C)C)=O.O. Given the product [I:1][C:2]1[C:10]2[S:9][C:8]([CH2:11][O:12][CH3:13])=[N:7][C:6]=2[CH:5]=[CH:4][CH:3]=1, predict the reactants needed to synthesize it. (2) Given the product [O:1]([CH:8]1[C:16]2[C:11](=[CH:12][C:13]([C:17]([OH:19])=[O:18])=[CH:14][CH:15]=2)[CH2:10][CH2:9]1)[C:2]1[CH:7]=[CH:6][CH:5]=[CH:4][CH:3]=1, predict the reactants needed to synthesize it. The reactants are: [O:1]([CH:8]1[C:16]2[C:11](=[CH:12][C:13]([C:17]([O:19]C)=[O:18])=[CH:14][CH:15]=2)[CH2:10][CH2:9]1)[C:2]1[CH:7]=[CH:6][CH:5]=[CH:4][CH:3]=1.O.[OH-].[Li+]. (3) Given the product [C:13]1([CH:11]([NH2:12])[C:7]2([N:1]3[CH2:6][CH2:5][CH2:4][CH2:3][CH2:2]3)[CH2:8][CH2:9][CH2:10]2)[CH:18]=[CH:17][CH:16]=[CH:15][CH:14]=1, predict the reactants needed to synthesize it. The reactants are: [N:1]1([C:7]2([C:11]#[N:12])[CH2:10][CH2:9][CH2:8]2)[CH2:6][CH2:5][CH2:4][CH2:3][CH2:2]1.[C:13]1([Li])[CH:18]=[CH:17][CH:16]=[CH:15][CH:14]=1. (4) Given the product [O:1]1[C:5]2[CH:6]=[CH:7][CH:8]=[CH:9][C:4]=2[CH:3]=[C:2]1[C:10]1[CH:11]=[C:12]2[C:17](=[CH:18][CH:19]=1)[N:16]=[C:15]([C:20]([F:22])([F:21])[F:23])[CH:14]=[C:13]2[O:24][CH2:32][C:33]#[N:34], predict the reactants needed to synthesize it. The reactants are: [O:1]1[C:5]2[CH:6]=[CH:7][CH:8]=[CH:9][C:4]=2[CH:3]=[C:2]1[C:10]1[CH:11]=[C:12]2[C:17](=[CH:18][CH:19]=1)[N:16]=[C:15]([C:20]([F:23])([F:22])[F:21])[CH:14]=[C:13]2[OH:24].C([O-])([O-])=O.[Cs+].[Cs+].Br[CH2:32][C:33]#[N:34].